Dataset: Experimentally validated miRNA-target interactions with 360,000+ pairs, plus equal number of negative samples. Task: Binary Classification. Given a miRNA mature sequence and a target amino acid sequence, predict their likelihood of interaction. (1) The miRNA is cel-miR-2209a-3p with sequence AGAGAUCAGCGGUUACACUACA. The protein sequence of the target gene is MRLLAWLIFLANWGGARAEPGKFWHIADLHLDPDYKVSKDPFQVCPSAGSQPVPDAGPWGDYLCDSPWALINSSIYAMKEIEPEPDFILWTGDDTPHVPDEKLGEAAVLEIVERLTKLIREVFPDTKVYAALGNHDFHPKNQFPAGSNNIYNQIAELWKPWLSNESIALFKKGAFYCEKLPGPSGAGRIVVLNTNLYYTSNALTADMADPGQQFQWLEDVLTDASKAGDMVYIVGHVPPGFFEKTQNKAWFREGFNEKYLKVVRKHHRVIAGQFFGHHHTDSFRMLYDDAGVPISAMFIT.... Result: 0 (no interaction). (2) The miRNA is hsa-miR-6089 with sequence GGAGGCCGGGGUGGGGCGGGGCGG. The protein sequence of the target gene is MQPAKEVTKASDGSLLGDLGHTPLSKKEGIKWQRPRLSRQALMRCCLVKWILSSTAPQGSDSSDSELELSTVRHQPEGLDQLQAQTKFTKKELQSLYRGFKNECPTGLVDEDTFKLIYAQFFPQGDATTYAHFLFNAFDADGNGAIHFEDFVVGLSILLRGTVHEKLKWAFNLYDINKDGYITKEEMLAIMKSIYDMMGRHTYPILREDAPAEHVERFFEKMDRNQDGVVTIEEFLEACQKDENIMSSMQLFENVI. Result: 1 (interaction). (3) The miRNA is hsa-miR-29a-3p with sequence UAGCACCAUCUGAAAUCGGUUA. Result: 1 (interaction). The protein sequence of the target gene is MMANWAEARPLLILIVLLGQFVSIKAQEEDEDEGYGEEIACTQNGQMYLNRDIWKPAPCQICVCDNGAILCDKIECQDVLDCADPVTPPGECCPVCSQTPGGGNTNFGRGRKGQKGEPGLVPVVTGIRGRPGPAGPPGSQGPRGERGPKGRPGPRGPQGIDGEPGVPGQPGAPGPPGHPSHPGPDGLSRPFSAQMAGLDEKSGLGSQVGLMPGSVGPVGPRGPQGLQGQQGGAGPTGPPGEPGDPGPMGPIGSRGPEGPPGKPGEDGEPGRNGNPGEVGFAGSPGARGFPGAPGLPGLKG....